Task: Predict the product of the given reaction.. Dataset: Forward reaction prediction with 1.9M reactions from USPTO patents (1976-2016) (1) Given the reactants [BH4-].[Na+].[CH2:3]([N:10]([CH3:16])[CH2:11][CH2:12][C:13](=[O:15])[CH3:14])[C:4]1[CH:9]=[CH:8][CH:7]=[CH:6][CH:5]=1.O, predict the reaction product. The product is: [CH2:3]([N:10]([CH3:16])[CH2:11][CH2:12][CH:13]([OH:15])[CH3:14])[C:4]1[CH:9]=[CH:8][CH:7]=[CH:6][CH:5]=1. (2) Given the reactants [N:1]1[CH:6]=[CH:5][CH:4]=[C:3]([NH2:7])[CH:2]=1.[Br:8][C:9]1[CH:10]=[CH:11][C:12]([O:18][CH2:19][C:20]2[CH:25]=[CH:24][CH:23]=[CH:22][C:21]=2[C:26]#[N:27])=[C:13]([CH:17]=1)[C:14](O)=[O:15].Cl.CN(C)CCCN=C=NCC.ON1C2C=CC=CC=2N=N1, predict the reaction product. The product is: [Br:8][C:9]1[CH:10]=[CH:11][C:12]([O:18][CH2:19][C:20]2[CH:25]=[CH:24][CH:23]=[CH:22][C:21]=2[C:26]#[N:27])=[C:13]([CH:17]=1)[C:14]([NH:7][C:3]1[CH:2]=[N:1][CH:6]=[CH:5][CH:4]=1)=[O:15]. (3) The product is: [O:17]=[C:16]([NH:18][C@H:19]1[CH2:24][CH2:23][CH2:22][CH2:21][C:20]1=[O:25])[C:15](=[O:14])[C@@H:26]([NH:31][C:32]([C:34]1([NH:40][C:41]([N:43]2[CH2:48][CH2:47][O:46][CH2:45][CH2:44]2)=[O:42])[CH2:35][CH2:36][CH2:37][CH2:38][CH2:39]1)=[O:33])[CH2:27][CH2:28][CH2:29][CH3:30]. Given the reactants C(N(CC)C(C)C)(C)C.CS(C)=O.[OH:14][C@@H:15]([C@@H:26]([NH:31][C:32]([C:34]1([NH:40][C:41]([N:43]2[CH2:48][CH2:47][O:46][CH2:45][CH2:44]2)=[O:42])[CH2:39][CH2:38][CH2:37][CH2:36][CH2:35]1)=[O:33])[CH2:27][CH2:28][CH2:29][CH3:30])[C:16]([NH:18][C@H:19]1[CH2:24][CH2:23][CH2:22][CH2:21][C@@H:20]1[OH:25])=[O:17], predict the reaction product. (4) Given the reactants C([O:8][C:9]1[CH:22]=[C:21]2[C:12]([C@@H:13]3[C@@:18]([CH3:23])([CH2:19][CH2:20]2)[CH2:17][CH2:16][C:15](=[O:24])[C@H:14]3[CH2:25][C:26]2[CH:31]=[CH:30][CH:29]=[CH:28][CH:27]=2)=[CH:11][CH:10]=1)C1C=CC=CC=1.C1COCC1, predict the reaction product. The product is: [OH:8][C:9]1[CH:22]=[C:21]2[C:12]([C@@H:13]3[C@@:18]([CH3:23])([CH2:19][CH2:20]2)[CH2:17][CH2:16][C:15](=[O:24])[C@H:14]3[CH2:25][C:26]2[CH:27]=[CH:28][CH:29]=[CH:30][CH:31]=2)=[CH:11][CH:10]=1. (5) Given the reactants C(OC(N1CCC(NC(C2SC=CC=2NC2C=CN=C3NC=CC=23)=O)C1)=O)(C)(C)C.[CH2:31]([NH:38][CH2:39][CH2:40][NH2:41])[C:32]1[CH:37]=[CH:36][CH:35]=[CH:34][CH:33]=1.[CH3:42][C:43]1[S:47][C:46]([C:48](O)=[O:49])=[C:45]([NH:51][C:52]2[CH:57]=[CH:56][N:55]=[C:54]3[NH:58][CH:59]=[CH:60][C:53]=23)[CH:44]=1, predict the reaction product. The product is: [CH2:31]([NH:38][CH2:39][CH2:40][NH:41][C:48]([C:46]1[S:47][C:43]([CH3:42])=[CH:44][C:45]=1[NH:51][C:52]1[CH:57]=[CH:56][N:55]=[C:54]2[NH:58][CH:59]=[CH:60][C:53]=12)=[O:49])[C:32]1[CH:37]=[CH:36][CH:35]=[CH:34][CH:33]=1. (6) Given the reactants C(O[BH-](OC(=O)C)OC(=O)C)(=O)C.[Na+].[Cl:15][C:16]1[CH:17]=[C:18]([CH:20]=[CH:21][C:22]=1[Cl:23])[NH2:19].[C:24]1(=O)[CH2:28][CH2:27][CH2:26][CH2:25]1.C(O)(=O)C.C(=O)(O)[O-].[Na+], predict the reaction product. The product is: [CH:24]1([NH:19][C:18]2[CH:20]=[CH:21][C:22]([Cl:23])=[C:16]([Cl:15])[CH:17]=2)[CH2:28][CH2:27][CH2:26][CH2:25]1. (7) Given the reactants [NH2:1][C:2]1[C:3]([C:25]#[N:26])=[C:4]([C:16]2[CH:21]=[C:20]([F:22])[CH:19]=[CH:18][C:17]=2[O:23][CH3:24])[C:5]2[C:10](=[O:11])[N:9]([CH3:12])[C:8](=[O:13])[N:7]([CH3:14])[C:6]=2[N:15]=1.Br[CH2:28][C:29]1[CH:34]=[CH:33][CH:32]=[C:31]([O:35][CH3:36])[CH:30]=1, predict the reaction product. The product is: [NH2:26][CH2:25][C:3]1[C:2]([NH:1][CH2:28][C:29]2[CH:34]=[CH:33][CH:32]=[C:31]([O:35][CH3:36])[CH:30]=2)=[N:15][C:6]2[N:7]([CH3:14])[C:8](=[O:13])[N:9]([CH3:12])[C:10](=[O:11])[C:5]=2[C:4]=1[C:16]1[CH:21]=[C:20]([F:22])[CH:19]=[CH:18][C:17]=1[O:23][CH3:24].